Dataset: Reaction yield outcomes from USPTO patents with 853,638 reactions. Task: Predict the reaction yield, written as a fraction of the theoretical maximum amount of product (1.0 means a 100% yield; for example, 0.34 means a 34% yield). The reactants are [C:1]([OH:8])(=[O:7])/[CH:2]=[CH:3]\[C:4]([OH:6])=[O:5].[N:9]1[CH:14]=[CH:13][CH:12]=[C:11]([CH2:15][C@H:16]2[C@H:21]([NH:22][C:23]([C:25]3[O:26][C:27]4[CH:33]=[CH:32][CH:31]=[CH:30][C:28]=4[CH:29]=3)=[O:24])[CH:20]3[CH2:34][CH2:35][N:17]2[CH2:18][CH2:19]3)[CH:10]=1.C(O)(C)C. The catalyst is C(OC(C)C)(=O)C. The product is [C:1]([OH:8])(=[O:7])/[CH:2]=[CH:3]\[C:4]([OH:6])=[O:5].[N:9]1[CH:14]=[CH:13][CH:12]=[C:11]([CH2:15][C@H:16]2[C@H:21]([NH:22][C:23]([C:25]3[O:26][C:27]4[CH:33]=[CH:32][CH:31]=[CH:30][C:28]=4[CH:29]=3)=[O:24])[CH:20]3[CH2:34][CH2:35][N:17]2[CH2:18][CH2:19]3)[CH:10]=1. The yield is 0.847.